From a dataset of Reaction yield outcomes from USPTO patents with 853,638 reactions. Predict the reaction yield, written as a fraction of the theoretical maximum amount of product (1.0 means a 100% yield; for example, 0.34 means a 34% yield). (1) The reactants are Br[CH2:2][CH2:3][OH:4].Cl[S:6]([N:9]=[C:10]=[O:11])(=[O:8])=[O:7].[CH2:12]([C:14]1[CH:15]=[C:16]([CH:18]=[CH:19][CH:20]=1)[NH2:17])[CH3:13].C(N(CC)CC)C. The catalyst is ClCCl. The product is [CH2:12]([C:14]1[CH:15]=[C:16]([NH:17][S:6]([N:9]2[CH2:2][CH2:3][O:4][C:10]2=[O:11])(=[O:8])=[O:7])[CH:18]=[CH:19][CH:20]=1)[CH3:13]. The yield is 0.800. (2) The reactants are [NH:1]1[CH:5]=[CH:4][N:3]=[N:2]1.CN(C=O)C.[H-].[Na+].I[CH2:14][CH2:15][CH2:16][C:17]#[CH:18]. The catalyst is O. The product is [CH2:18]([N:1]1[CH:5]=[CH:4][N:3]=[N:2]1)[CH2:17][CH2:16][C:15]#[CH:14]. The yield is 0.930. (3) The reactants are [C:1]([C:3]1[CH:4]=[C:5]([CH:10]=[CH:11][C:12]=1[OH:13])[C:6]([O:8][CH3:9])=[O:7])#[N:2].[C:14]([O-])([O-])=O.[K+].[K+].BrCC(O[CH2:25][CH3:26])=O. The catalyst is CN(C=O)C.O. The product is [C:1]([C:3]1[CH:4]=[C:5]([CH:10]=[CH:11][C:12]=1[O:13][CH:25]([CH3:26])[CH3:14])[C:6]([O:8][CH3:9])=[O:7])#[N:2]. The yield is 0.910. (4) The reactants are [NH2:1][C@:2]12[CH2:37][CH2:36][C@@H:35]([C:38]([CH3:40])=[CH2:39])[C@@H:3]1[C@@H:4]1[C@@:17]([CH3:20])([CH2:18][CH2:19]2)[C@@:16]2([CH3:21])[C@@H:7]([C@:8]3([CH3:34])[C@@H:13]([CH2:14][CH2:15]2)[C:12]([CH3:23])([CH3:22])[C:11]([C:24]2[CH:33]=[CH:32][C:27]([C:28]([O:30]C)=[O:29])=[CH:26][CH:25]=2)=[CH:10][CH2:9]3)[CH2:6][CH2:5]1.CN(C)CCC(N[C@]12CC[C@@H](C(C)=C)[C@@H]1[C@@H]1[C@@](C)(CC2)[C@@]2(C)[C@@H]([C@]3(C)[C@@H](CC2)C(C)(C)C(C2C=CC(C(O)=O)=CC=2)=CC3)CC1)=O.[S:87]1[CH:91]=[N:90][N:89]=[C:88]1[NH:92][C:93](=[O:97])[C:94]([OH:96])=O. No catalyst specified. The product is [S:87]1[CH:91]=[N:90][N:89]=[C:88]1[NH:92][C:93](=[O:97])[C:94]([NH:1][C@:2]12[CH2:37][CH2:36][C@@H:35]([C:38]([CH3:40])=[CH2:39])[C@@H:3]1[C@@H:4]1[C@@:17]([CH3:20])([CH2:18][CH2:19]2)[C@@:16]2([CH3:21])[C@@H:7]([C@:8]3([CH3:34])[C@@H:13]([CH2:14][CH2:15]2)[C:12]([CH3:23])([CH3:22])[C:11]([C:24]2[CH:25]=[CH:26][C:27]([C:28]([OH:30])=[O:29])=[CH:32][CH:33]=2)=[CH:10][CH2:9]3)[CH2:6][CH2:5]1)=[O:96]. The yield is 0.210. (5) The reactants are N(C(C)(C)C#N)=NC(C)(C)C#N.[Cl:13][C:14]1[CH:19]=[C:18]([Cl:20])[CH:17]=[C:16]([CH3:21])[C:15]=1[I:22].[Br:23]N1C(=O)CCC1=O. The catalyst is C(#N)C.O. The product is [Br:23][CH2:21][C:16]1[CH:17]=[C:18]([Cl:20])[CH:19]=[C:14]([Cl:13])[C:15]=1[I:22]. The yield is 0.380. (6) The reactants are [NH:1]1[CH2:5][CH2:4][CH2:3][C@H:2]1[C:6]1[NH:7][C:8]([C:11]2[CH:16]=[CH:15][N:14]=[CH:13][CH:12]=2)=[CH:9][N:10]=1.C(N(CC)CC)C.[C:24]([O:27][C@H:28]1[CH2:45][CH2:44][C@@:43]2([CH3:46])[C@@H:30]([CH2:31][CH2:32][C@:33]3([CH3:57])[C@@H:42]2[CH2:41][CH2:40][C@H:39]2[C@@:34]3([CH3:56])[CH2:35][CH2:36][C@@:37]3([C:53](O)=[O:54])[CH2:49][CH2:48][C@@H:47]([C:50]([CH3:52])=[CH2:51])[C@@H:38]32)[C:29]1([CH3:59])[CH3:58])(=[O:26])[CH3:25]. The catalyst is C(Cl)Cl.O. The product is [C:24]([O:27][C@H:28]1[CH2:45][CH2:44][C@@:43]2([CH3:46])[C@@H:30]([CH2:31][CH2:32][C@:33]3([CH3:57])[C@@H:42]2[CH2:41][CH2:40][C@H:39]2[C@@:34]3([CH3:56])[CH2:35][CH2:36][C@@:37]3([C:53]([N:1]4[CH2:5][CH2:4][CH2:3][C@H:2]4[C:6]4[NH:7][C:8]([C:11]5[CH:16]=[CH:15][N:14]=[CH:13][CH:12]=5)=[CH:9][N:10]=4)=[O:54])[CH2:49][CH2:48][C@@H:47]([C:50]([CH3:52])=[CH2:51])[C@@H:38]32)[C:29]1([CH3:59])[CH3:58])(=[O:26])[CH3:25]. The yield is 0.460. (7) The reactants are [CH3:1][N:2]1[C:7](=[O:8])[CH:6]=[C:5]([C:9]2[CH:14]=[CH:13][N:12]=[CH:11][N:10]=2)[N:4]=[C:3]1[N:15]1[CH2:20][CH2:19][NH:18][CH2:17][C@H:16]1[CH3:21].C(=O)([O-])[O-].[K+].[K+].Br[CH2:29][C:30]1[CH:35]=[CH:34][C:33]([C:36]2[N:40]=[C:39]([CH3:41])[O:38][N:37]=2)=[CH:32][CH:31]=1. The catalyst is CN(C)C=O. The product is [CH3:1][N:2]1[C:7](=[O:8])[CH:6]=[C:5]([C:9]2[CH:14]=[CH:13][N:12]=[CH:11][N:10]=2)[N:4]=[C:3]1[N:15]1[CH2:20][CH2:19][N:18]([CH2:29][C:30]2[CH:31]=[CH:32][C:33]([C:36]3[N:40]=[C:39]([CH3:41])[O:38][N:37]=3)=[CH:34][CH:35]=2)[CH2:17][C@H:16]1[CH3:21]. The yield is 0.630.